This data is from Forward reaction prediction with 1.9M reactions from USPTO patents (1976-2016). The task is: Predict the product of the given reaction. (1) Given the reactants [CH:1]([C:3]1[C:4]([NH:12][C:13]2[CH:25]=[CH:24][C:16]([C:17]([O:19][C:20]([CH3:23])([CH3:22])[CH3:21])=[O:18])=[CH:15][CH:14]=2)=[N:5][C:6]([S:10][CH3:11])=[N:7][C:8]=1[CH3:9])=O, predict the reaction product. The product is: [CH2:20]([O:19][C:17](=[O:18])/[CH:16]=[CH:1]/[C:3]1[C:4]([NH:12][C:13]2[CH:25]=[CH:24][C:16]([C:17]([O:19][C:20]([CH3:22])([CH3:23])[CH3:21])=[O:18])=[CH:15][CH:14]=2)=[N:5][C:6]([S:10][CH3:11])=[N:7][C:8]=1[CH3:9])[CH3:21]. (2) Given the reactants Br[N:2]1[C:10]2[C:5](=[CH:6][CH:7]=[CH:8][CH:9]=2)[CH:4]=[C:3]1[CH:11]1[CH2:16][CH2:15][CH2:14][CH2:13][CH2:12]1.[CH3:17][N:18]([CH3:32])[S:19]([C:22]1[CH:27]=[CH:26][C:25](B(O)O)=[C:24]([CH3:31])[CH:23]=1)(=[O:21])=[O:20].C(=O)([O-])[O-].[K+].[K+].O, predict the reaction product. The product is: [CH:11]1([C:3]2[NH:2][C:10]3[C:5]([CH:4]=2)=[CH:6][C:7]([C:25]2[CH:26]=[CH:27][C:22]([S:19]([N:18]([CH3:32])[CH3:17])(=[O:21])=[O:20])=[CH:23][C:24]=2[CH3:31])=[CH:8][CH:9]=3)[CH2:16][CH2:15][CH2:14][CH2:13][CH2:12]1. (3) Given the reactants [Cl:1][C:2]1[CH:11]=[C:10]2[C:5]([C:6](=O)[NH:7][C:8]([N:12]3[CH:16]=[C:15]([C:17]([O:19]CC)=[O:18])[CH:14]=[N:13]3)=[N:9]2)=[CH:4][C:3]=1[N:23]1[CH2:28][CH2:27][CH2:26][CH2:25][CH2:24]1.[CH:29]1([NH2:32])[CH2:31][CH2:30]1, predict the reaction product. The product is: [CH:29]1([NH:32][C:6]2[C:5]3[C:10](=[CH:11][C:2]([Cl:1])=[C:3]([N:23]4[CH2:28][CH2:27][CH2:26][CH2:25][CH2:24]4)[CH:4]=3)[N:9]=[C:8]([N:12]3[CH:16]=[C:15]([C:17]([OH:19])=[O:18])[CH:14]=[N:13]3)[N:7]=2)[CH2:31][CH2:30]1. (4) Given the reactants [F:1][C:2]1[CH:9]=[CH:8][C:5]([CH2:6][OH:7])=[CH:4][C:3]=1[N+:10]([O-])=O.C(O)(C)C.[Cl-].[NH4+], predict the reaction product. The product is: [NH2:10][C:3]1[CH:4]=[C:5]([CH2:6][OH:7])[CH:8]=[CH:9][C:2]=1[F:1]. (5) The product is: [C:1]([O:5][C:6]1[CH:11]=[CH:10][C:9]([CH2:12][CH2:13][CH2:14][CH2:15][Cl:27])=[CH:8][CH:7]=1)([CH3:4])([CH3:3])[CH3:2]. Given the reactants [C:1]([O:5][C:6]1[CH:11]=[CH:10][C:9]([CH:12](O)[CH2:13][CH2:14][CH3:15])=[CH:8][CH:7]=1)([CH3:4])([CH3:3])[CH3:2].N1C=CC=CC=1.CS([Cl:27])(=O)=O.C1(C)C=CC=CC=1, predict the reaction product. (6) Given the reactants [CH3:1][O:2][C:3]1[CH:8]=[C:7](/[CH:9]=[CH:10]/[C:11]2[CH:16]=[CH:15][CH:14]=[CH:13][N:12]=2)[CH:6]=[CH:5][N:4]=1, predict the reaction product. The product is: [CH3:1][O:2][C:3]1[CH:8]=[C:7]([CH2:9][CH2:10][C:11]2[CH:16]=[CH:15][CH:14]=[CH:13][N:12]=2)[CH:6]=[CH:5][N:4]=1.